Predict which catalyst facilitates the given reaction. From a dataset of Catalyst prediction with 721,799 reactions and 888 catalyst types from USPTO. (1) Reactant: [CH3:1][O:2][C:3]([NH:5][C@H:6]([C:11]([N:13]1[CH2:17][C@@H:16]([CH3:18])[CH2:15][C@H:14]1[C:19]1[NH:20][C:21]([C:24]2[CH:29]=[C:28]3[CH2:30][O:31][C:32]4[CH:59]=[C:58]5[C:35]([CH:36]=[CH:37][C:38]6[N:42]=[C:41]([C@@H:43]7[CH2:47][C@H:46]([CH2:48][O:49][CH3:50])[CH2:45][N:44]7[C:51](OC(C)(C)C)=[O:52])[NH:40][C:39]=65)=[CH:34][C:33]=4[C:27]3=[CH:26][CH:25]=2)=[CH:22][N:23]=1)=[O:12])[C@@H:7]([CH2:9][CH3:10])[CH3:8])=[O:4].[CH3:60][O:61][C:62]([NH:64][C@H:65]([C:69]1[CH:74]=[CH:73][CH:72]=[CH:71][CH:70]=1)C(O)=O)=[O:63].CCOC(C(C#N)=NOC(N1CCOCC1)=[N+](C)C)=O.F[P-](F)(F)(F)(F)F.C(N(C(C)C)CC)(C)C. Product: [CH3:1][O:2][C:3]([NH:5][C@@H:6]([C@H:7]([CH3:8])[CH2:9][CH3:10])[C:11]([N:13]1[CH2:17][C@@H:16]([CH3:18])[CH2:15][C@H:14]1[C:19]1[NH:20][C:21]([C:24]2[CH:29]=[C:28]3[CH2:30][O:31][C:32]4[CH:59]=[C:58]5[C:35]([CH:36]=[CH:37][C:38]6[N:42]=[C:41]([C@@H:43]7[CH2:47][C@H:46]([CH2:48][O:49][CH3:50])[CH2:45][N:44]7[C:51](=[O:52])[C@H:65]([NH:64][C:62](=[O:63])[O:61][CH3:60])[C:69]7[CH:74]=[CH:73][CH:72]=[CH:71][CH:70]=7)[NH:40][C:39]=65)=[CH:34][C:33]=4[C:27]3=[CH:26][CH:25]=2)=[CH:22][N:23]=1)=[O:12])=[O:4]. The catalyst class is: 422. (2) Reactant: [CH2:1]([O:8][CH2:9][N:10]1[C:15](=[O:16])[C:14]([Br:17])=[N:13][NH:12][C:11]1=[O:18])[C:2]1[CH:7]=[CH:6][CH:5]=[CH:4][CH:3]=1.[F:19][C:20]([F:29])([C:23]1[CH:28]=[CH:27][CH:26]=[CH:25][CH:24]=1)[CH2:21]O.C1(P(C2C=CC=CC=2)C2C=CC=CC=2)C=CC=CC=1.N(C(OC(C)C)=O)=NC(OC(C)C)=O. Product: [CH2:1]([O:8][CH2:9][N:10]1[C:15](=[O:16])[C:14]([Br:17])=[N:13][N:12]([CH2:21][C:20]([F:29])([F:19])[C:23]2[CH:28]=[CH:27][CH:26]=[CH:25][CH:24]=2)[C:11]1=[O:18])[C:2]1[CH:7]=[CH:6][CH:5]=[CH:4][CH:3]=1. The catalyst class is: 49.